Dataset: Full USPTO retrosynthesis dataset with 1.9M reactions from patents (1976-2016). Task: Predict the reactants needed to synthesize the given product. (1) Given the product [CH2:9]([N:7]1[CH2:8][CH:4]([CH2:3][CH2:2][N:24]2[CH2:29][CH2:28][O:27][CH2:26][CH2:25]2)[C:5]([C:18]2[CH:23]=[CH:22][CH:21]=[CH:20][CH:19]=2)([C:12]2[CH:17]=[CH:16][CH:15]=[CH:14][CH:13]=2)[C:6]1=[O:11])[CH3:10], predict the reactants needed to synthesize it. The reactants are: Cl[CH2:2][CH2:3][CH:4]1[CH2:8][N:7]([CH2:9][CH3:10])[C:6](=[O:11])[C:5]1([C:18]1[CH:23]=[CH:22][CH:21]=[CH:20][CH:19]=1)[C:12]1[CH:17]=[CH:16][CH:15]=[CH:14][CH:13]=1.[NH:24]1[CH2:29][CH2:28][O:27][CH2:26][CH2:25]1. (2) The reactants are: [CH:1]([C:4]1[C:12]([C:13](=[O:16])[CH2:14][CH3:15])=[C:7]2[CH:8]=[CH:9][CH:10]=[CH:11][N:6]2[N:5]=1)([CH3:3])[CH3:2].[C:17]([O-:20])(=[O:19])[CH3:18].[K+].C(OCC)(=O)C.O. Given the product [C:17]([O:20][CH:14]([CH3:15])[C:13]([C:12]1[C:4]([CH:1]([CH3:3])[CH3:2])=[N:5][N:6]2[CH:11]=[CH:10][CH:9]=[CH:8][C:7]=12)=[O:16])(=[O:19])[CH3:18], predict the reactants needed to synthesize it. (3) Given the product [Br:1][C:2]1[CH:3]=[C:4]([CH:17]=[CH:18][CH:19]=1)[NH:5][C:6]1[C:7]2[CH:15]=[C:14]([NH:21][CH3:20])[N:13]=[CH:12][C:8]=2[N:9]=[CH:10][N:11]=1, predict the reactants needed to synthesize it. The reactants are: [Br:1][C:2]1[CH:3]=[C:4]([CH:17]=[CH:18][CH:19]=1)[NH:5][C:6]1[C:7]2[CH:15]=[C:14](F)[N:13]=[CH:12][C:8]=2[N:9]=[CH:10][N:11]=1.[CH3:20][NH2:21]. (4) Given the product [C:15]1([N:21]2[CH2:26][CH2:25][N:24]([C:2]3[C:3]([O:7][CH2:8][C:9]4[CH:14]=[CH:13][N:12]=[CH:11][CH:10]=4)=[N:4][S:5][N:6]=3)[CH2:23][CH2:22]2)[CH:20]=[CH:19][CH:18]=[CH:17][CH:16]=1, predict the reactants needed to synthesize it. The reactants are: Cl[C:2]1[C:3]([O:7][CH2:8][C:9]2[CH:14]=[CH:13][N:12]=[CH:11][CH:10]=2)=[N:4][S:5][N:6]=1.[C:15]1([N:21]2[CH2:26][CH2:25][NH:24][CH2:23][CH2:22]2)[CH:20]=[CH:19][CH:18]=[CH:17][CH:16]=1. (5) Given the product [Br:19][C:20]1[CH:31]=[C:24]([C:25]([C:2]2[C:10]3[CH:9]=[N:8][CH:7]=[N:6][C:5]=3[N:4]([CH:11]([CH3:13])[CH3:12])[CH:3]=2)=[O:26])[CH:23]=[N:22][C:21]=1[O:32][CH2:33][CH3:34], predict the reactants needed to synthesize it. The reactants are: I[C:2]1[C:10]2[CH:9]=[N:8][CH:7]=[N:6][C:5]=2[N:4]([CH:11]([CH3:13])[CH3:12])[CH:3]=1.[Li]CCCC.[Br:19][C:20]1[C:21]([O:32][CH2:33][CH3:34])=[N:22][CH:23]=[C:24]([CH:31]=1)[C:25](N(OC)C)=[O:26]. (6) Given the product [CH3:3][CH:2]([N:4]1[CH2:9][CH2:8][N:7]([C:10]([C@@H:12]2[CH2:16][CH2:15][N:14]([C:18]3[CH:19]=[CH:20][C:21]([C:24]4[O:28][N:27]=[C:26]([CH3:29])[N:25]=4)=[CH:22][CH:23]=3)[CH2:13]2)=[O:11])[CH2:6][CH2:5]1)[CH3:1], predict the reactants needed to synthesize it. The reactants are: [CH3:1][CH:2]([N:4]1[CH2:9][CH2:8][N:7]([C:10]([C@@H:12]2[CH2:16][CH2:15][NH:14][CH2:13]2)=[O:11])[CH2:6][CH2:5]1)[CH3:3].Br[C:18]1[CH:23]=[CH:22][C:21]([C:24]2[O:28][N:27]=[C:26]([CH3:29])[N:25]=2)=[CH:20][CH:19]=1. (7) Given the product [CH3:7][N:6]1[C:5]2[CH:8]=[CH:9][CH:10]=[CH:11][C:4]=2[N:3]=[C:2]1[N:12]1[CH2:17][CH2:16][NH:15][CH2:14][CH2:13]1, predict the reactants needed to synthesize it. The reactants are: Cl[C:2]1[N:6]([CH3:7])[C:5]2[CH:8]=[CH:9][CH:10]=[CH:11][C:4]=2[N:3]=1.[NH:12]1[CH2:17][CH2:16][NH:15][CH2:14][CH2:13]1.Cl.